This data is from HIV replication inhibition screening data with 41,000+ compounds from the AIDS Antiviral Screen. The task is: Binary Classification. Given a drug SMILES string, predict its activity (active/inactive) in a high-throughput screening assay against a specified biological target. (1) The drug is CCC12CCCN(CCBr)C1c1c(n(C)c3ccccc13)C(C(=O)OC)C2. The result is 0 (inactive). (2) The compound is COC(=O)C(C#N)=Cc1ccco1. The result is 0 (inactive). (3) The drug is CSCCC(N)C(=O)NCCS(=O)(=O)O. The result is 0 (inactive). (4) The molecule is COc1c2c(nc3ccccc13)-c1cc3c(c(=O)n1C2)COC(=O)C3(O)CC(=O)N1CCOCC1. The result is 0 (inactive). (5) The compound is CC(=O)OC12c3ccccc3-c3ccccc3C1C(C(=O)O)C2(Cl)C(=O)O. The result is 0 (inactive). (6) The drug is CC(=O)OC1CC2(C)OC(Cc3ccccc32)O1. The result is 0 (inactive). (7) The drug is CC(C)NC(=O)OCCN=C1c2ccccc2C(Br)C(Br)c2ccccc21. The result is 0 (inactive). (8) The drug is Cc1ncc(CO)c2c1[OH+][Mn+]134([OH+]c5c(C)ncc(CO)c5C=[N+]1[N-]C(N)=[S+]3)[S+]=C(N)[N-][N+]4=C2. The result is 0 (inactive).